Dataset: Peptide-MHC class I binding affinity with 185,985 pairs from IEDB/IMGT. Task: Regression. Given a peptide amino acid sequence and an MHC pseudo amino acid sequence, predict their binding affinity value. This is MHC class I binding data. (1) The peptide sequence is KSLYSHQLV. The MHC is HLA-A30:01 with pseudo-sequence HLA-A30:01. The binding affinity (normalized) is 0.768. (2) The peptide sequence is DVLPFDIKYI. The MHC is HLA-A02:02 with pseudo-sequence HLA-A02:02. The binding affinity (normalized) is 0.345. (3) The peptide sequence is TTALVQCIY. The MHC is HLA-A01:01 with pseudo-sequence HLA-A01:01. The binding affinity (normalized) is 0.486. (4) The peptide sequence is NLTEEMAAL. The MHC is HLA-B46:01 with pseudo-sequence HLA-B46:01. The binding affinity (normalized) is 0.0847. (5) The peptide sequence is AYHPQQFIY. The MHC is HLA-B44:03 with pseudo-sequence HLA-B44:03. The binding affinity (normalized) is 0.0298.